From a dataset of CYP2C9 inhibition data for predicting drug metabolism from PubChem BioAssay. Regression/Classification. Given a drug SMILES string, predict its absorption, distribution, metabolism, or excretion properties. Task type varies by dataset: regression for continuous measurements (e.g., permeability, clearance, half-life) or binary classification for categorical outcomes (e.g., BBB penetration, CYP inhibition). Dataset: cyp2c9_veith. (1) The drug is COC(=O)[C@H]1C(=O)[C@H](C(=O)OC)[C@H]2CC[C@@H]1N2C.O=C(O)C(=O)O. The result is 0 (non-inhibitor). (2) The molecule is C/C(CCN1CCCc2nc(C)c(C)cc21)=N\OC[C@@H](C)[C@H](OCc1ccccc1)C(C)C. The result is 0 (non-inhibitor). (3) The drug is ClCC[N+]12CC[N+](CCCl)(CC1)C2.O=C1NS(=O)(=O)c2ccccc21. The result is 0 (non-inhibitor).